Dataset: Full USPTO retrosynthesis dataset with 1.9M reactions from patents (1976-2016). Task: Predict the reactants needed to synthesize the given product. (1) Given the product [CH2:1]([O:3][C:4]([C:5]1[C:6](=[O:7])[NH:8][C:9]2[C:10]([C:16]=1[CH2:17][C:18]1[CH:23]=[CH:22][CH:21]=[CH:20][C:19]=1[C:24]([F:25])([F:26])[F:27])=[CH:11][C:12]([Cl:15])=[CH:13][CH:14]=2)=[O:28])[CH3:2], predict the reactants needed to synthesize it. The reactants are: [CH2:1]([O:3][C:4](=[O:28])[CH2:5][C:6]([NH:8][C:9]1[CH:14]=[CH:13][C:12]([Cl:15])=[CH:11][C:10]=1[C:16]#[C:17][C:18]1[CH:23]=[CH:22][CH:21]=[CH:20][C:19]=1[C:24]([F:27])([F:26])[F:25])=[O:7])[CH3:2].[H-].[Na+]. (2) Given the product [CH3:1][C:2]1[CH:3]=[C:4]([CH:7]=[C:8]([CH3:10])[CH:9]=1)[C:5]([Cl:11])=[O:6], predict the reactants needed to synthesize it. The reactants are: [CH3:1][C:2]1[CH:3]=[C:4]([CH:7]=[C:8]([CH3:10])[CH:9]=1)[CH:5]=[O:6].[Cl:11]C1C=CC=CC=1Cl. (3) Given the product [CH3:27][S:24]([O:23][C:20]1[CH:21]=[CH:22][C:16]2[O:15][CH2:14][CH:13]([CH2:12][NH:30][CH2:28][CH3:29])[O:18][C:17]=2[CH:19]=1)(=[O:25])=[O:26], predict the reactants needed to synthesize it. The reactants are: CC1C=CC(S(O[CH2:12][CH:13]2[O:18][C:17]3[CH:19]=[C:20]([O:23][S:24]([CH3:27])(=[O:26])=[O:25])[CH:21]=[CH:22][C:16]=3[O:15][CH2:14]2)(=O)=O)=CC=1.[CH2:28]([NH2:30])[CH3:29].C([O-])([O-])=O.[K+].[K+]. (4) Given the product [C:1]([C:5]1[C:13]2[O:12][CH:11]([CH2:14][NH:15][C:26](=[O:27])[O:28][CH2:29][C:30]3[CH:35]=[CH:34][CH:33]=[CH:32][CH:31]=3)[CH2:10][C:9]=2[CH:8]=[CH:7][CH:6]=1)([CH3:4])([CH3:2])[CH3:3], predict the reactants needed to synthesize it. The reactants are: [C:1]([C:5]1[C:13]2[O:12][CH:11]([CH2:14][NH2:15])[CH2:10][C:9]=2[CH:8]=[CH:7][CH:6]=1)([CH3:4])([CH3:3])[CH3:2].C(N(C(C)C)CC)(C)C.Cl[C:26]([O:28][CH2:29][C:30]1[CH:35]=[CH:34][CH:33]=[CH:32][CH:31]=1)=[O:27]. (5) Given the product [C:15]([O:14][C:12]([NH:2][CH:3]([CH:7]1[CH2:11][CH2:10][O:9][CH2:8]1)[C:4]([OH:6])=[O:5])=[O:13])([CH3:18])([CH3:17])[CH3:16], predict the reactants needed to synthesize it. The reactants are: Cl.[NH2:2][CH:3]([CH:7]1[CH2:11][CH2:10][O:9][CH2:8]1)[C:4]([OH:6])=[O:5].[C:12](O[C:12]([O:14][C:15]([CH3:18])([CH3:17])[CH3:16])=[O:13])([O:14][C:15]([CH3:18])([CH3:17])[CH3:16])=[O:13].[OH-].[Na+].Cl. (6) Given the product [CH:24]1[C:25]2[C:34](=[CH:33][C:32]3[C:27]([CH:26]=2)=[CH:28][CH:29]=[CH:30][CH:31]=3)[CH:35]=[CH:36][C:23]=1[C:14]1[CH:15]=[CH:16][C:17]2[C:18]3[C:5](=[CH:4][CH:3]=[CH:2][CH:1]=3)[C:6]3[C:11](=[CH:10][CH:9]=[CH:8][CH:7]=3)[C:12]=2[CH:13]=1, predict the reactants needed to synthesize it. The reactants are: [CH:1]1[C:18]2[C:17]3[C:12](=[CH:13][CH:14]=[CH:15][CH:16]=3)[C:11]3[C:6](=[CH:7][CH:8]=[CH:9][CH:10]=3)[C:5]=2[CH:4]=[CH:3][C:2]=1B(O)O.Br[C:23]1[CH:36]=[CH:35][C:34]2[C:25](=[CH:26][C:27]3[C:32]([CH:33]=2)=[CH:31][CH:30]=[CH:29][CH:28]=3)[CH:24]=1.C(=O)([O-])[O-].[Na+].[Na+]. (7) Given the product [C:18]([NH:17][CH2:16][CH2:15][O:14][C:8]1[CH:7]=[C:6]([CH:11]=[CH:10][C:9]=1[O:12][CH3:13])[C:5]([OH:21])=[O:4])(=[O:20])[CH3:19], predict the reactants needed to synthesize it. The reactants are: [Li+].[OH-].C[O:4][C:5](=[O:21])[C:6]1[CH:11]=[CH:10][C:9]([O:12][CH3:13])=[C:8]([O:14][CH2:15][CH2:16][NH:17][C:18](=[O:20])[CH3:19])[CH:7]=1.Cl. (8) Given the product [CH3:9][N:8]([CH3:10])[C:6]1[CH:5]=[C:4]([CH3:11])[N:3]=[C:2]([NH:13][C@H:14]2[CH2:18][CH2:17][N:16]([C:19](=[O:32])[CH2:20][C:21]3[CH:22]=[CH:23][C:24]([O:27][C:28]([F:29])([F:30])[F:31])=[CH:25][CH:26]=3)[CH2:15]2)[N:7]=1, predict the reactants needed to synthesize it. The reactants are: Cl[C:2]1[N:7]=[C:6]([N:8]([CH3:10])[CH3:9])[CH:5]=[C:4]([CH3:11])[N:3]=1.Cl.[NH2:13][C@H:14]1[CH2:18][CH2:17][N:16]([C:19](=[O:32])[CH2:20][C:21]2[CH:26]=[CH:25][C:24]([O:27][C:28]([F:31])([F:30])[F:29])=[CH:23][CH:22]=2)[CH2:15]1.C(N(CC)CC)C. (9) Given the product [Br:6][C:7]1[CH:15]=[CH:14][CH:13]=[C:12]2[C:8]=1[C:9]([CH:19]=[O:20])=[CH:10][NH:11]2, predict the reactants needed to synthesize it. The reactants are: O=P(Cl)(Cl)Cl.[Br:6][C:7]1[CH:15]=[CH:14][CH:13]=[C:12]2[C:8]=1[CH:9]=[CH:10][NH:11]2.CN([CH:19]=[O:20])C.